From a dataset of Full USPTO retrosynthesis dataset with 1.9M reactions from patents (1976-2016). Predict the reactants needed to synthesize the given product. (1) The reactants are: [OH:1][CH2:2][CH2:3][C:4]1[CH:9]=[CH:8][C:7]([NH:10][C:11](=[O:17])[O:12][C:13]([CH3:16])([CH3:15])[CH3:14])=[CH:6][CH:5]=1.CC(OI1(OC(C)=O)(OC(C)=O)OC(=O)C2C1=CC=CC=2)=O.C([O-])(O)=O.[Na+].[O-]S([O-])(=S)=O.[Na+].[Na+]. Given the product [O:1]=[CH:2][CH2:3][C:4]1[CH:5]=[CH:6][C:7]([NH:10][C:11](=[O:17])[O:12][C:13]([CH3:15])([CH3:14])[CH3:16])=[CH:8][CH:9]=1, predict the reactants needed to synthesize it. (2) Given the product [O:52]1[CH2:57][CH2:56][CH2:55][CH2:54][CH:53]1[O:58][NH:59][C:27]([C:24]1[CH:23]=[N:22][C:21]([NH:20][CH:17]2[CH:16]3[CH:18]2[CH2:19][N:14]([S:11]([C:2]2[CH:3]=[CH:4][C:5]4[C:10](=[CH:9][CH:8]=[CH:7][CH:6]=4)[CH:1]=2)(=[O:12])=[O:13])[CH2:15]3)=[N:26][CH:25]=1)=[O:28], predict the reactants needed to synthesize it. The reactants are: [CH:1]1[C:10]2[C:5](=[CH:6][CH:7]=[CH:8][CH:9]=2)[CH:4]=[CH:3][C:2]=1[S:11]([N:14]1[CH2:19][CH:18]2[CH:16]([CH:17]2[NH:20][C:21]2[N:26]=[CH:25][C:24]([C:27](O)=[O:28])=[CH:23][N:22]=2)[CH2:15]1)(=[O:13])=[O:12].CCN=C=NCCCN(C)C.Cl.C1C=CC2N(O)N=NC=2C=1.[O:52]1[CH2:57][CH2:56][CH2:55][CH2:54][CH:53]1[O:58][NH2:59]. (3) Given the product [NH2:20][C:4]1[N:3]=[C:2]([NH:21][CH2:22][CH2:23][NH:24][C:25](=[O:31])[O:26][C:27]([CH3:29])([CH3:28])[CH3:30])[N:19]=[C:18]2[C:5]=1[N:6]=[CH:7][NH:8]2, predict the reactants needed to synthesize it. The reactants are: Cl[C:2]1[N:3]=[C:4]([NH2:20])[C:5]2[N:6]=[CH:7][N:8]([C:18]=2[N:19]=1)[C@@H]1O[C@H](CO)[C@@H](O)[C@H]1O.[NH2:21][CH2:22][CH2:23][NH:24][C:25](=[O:31])[O:26][C:27]([CH3:30])([CH3:29])[CH3:28]. (4) Given the product [C:1]1([C@H:11]([NH:13][C:14]([CH:16]2[CH2:21][O:20][CH2:19][CH2:18][N:17]2[C:24]2[CH:29]=[CH:28][CH:27]=[CH:26][CH:25]=2)=[O:15])[CH3:12])[C:10]2[C:5](=[CH:6][CH:7]=[CH:8][CH:9]=2)[CH:4]=[CH:3][CH:2]=1, predict the reactants needed to synthesize it. The reactants are: [C:1]1([C@H:11]([NH:13][C:14]([CH:16]2[CH2:21][O:20][CH2:19][CH2:18][NH:17]2)=[O:15])[CH3:12])[C:10]2[C:5](=[CH:6][CH:7]=[CH:8][CH:9]=2)[CH:4]=[CH:3][CH:2]=1.CC1(C)[C:29]2[C:24](=[C:25](P([C:24]3[CH:29]=[CH:28][CH:27]=[CH:26][CH:25]=3)[C:24]3[CH:29]=[CH:28][CH:27]=[CH:26][CH:25]=3)[CH:26]=[CH:27][CH:28]=2)O[C:25]2[C:26](P([C:24]3[CH:29]=[CH:28][CH:27]=[CH:26][CH:25]=3)[C:24]3[CH:29]=[CH:28][CH:27]=[CH:26][CH:25]=3)=[CH:27][CH:28]=[CH:29][C:24]1=2.BrC1C=CC=CC=1.C([O-])([O-])=O.[Cs+].[Cs+]. (5) Given the product [OH:10][C:4]1[CH:3]=[C:2]([NH:1][C:11](=[O:12])[O:13][C:14]([CH3:17])([CH3:16])[CH3:15])[CH:7]=[C:6]([O:8][CH3:9])[CH:5]=1, predict the reactants needed to synthesize it. The reactants are: [NH2:1][C:2]1[CH:3]=[C:4]([OH:10])[CH:5]=[C:6]([O:8][CH3:9])[CH:7]=1.[C:11](O[C:11]([O:13][C:14]([CH3:17])([CH3:16])[CH3:15])=[O:12])([O:13][C:14]([CH3:17])([CH3:16])[CH3:15])=[O:12]. (6) Given the product [CH3:14][O:15][C:16]1[CH:17]=[CH:18][C:19]([C:22]2[CH:23]=[CH:24][C:25]([S:28]([NH:31][CH:32]([CH2:37][CH:38]([OH:40])[CH2:39][S:11][C:9]3[S:10][C:6]4[CH:5]=[C:4]([O:3][CH2:1][CH3:2])[CH:13]=[CH:12][C:7]=4[N:8]=3)[C:33]([OH:35])=[O:34])(=[O:29])=[O:30])=[CH:26][CH:27]=2)=[CH:20][CH:21]=1, predict the reactants needed to synthesize it. The reactants are: [CH2:1]([O:3][C:4]1[CH:13]=[CH:12][C:7]2[N:8]=[C:9]([SH:11])[S:10][C:6]=2[CH:5]=1)[CH3:2].[CH3:14][O:15][C:16]1[CH:21]=[CH:20][C:19]([C:22]2[CH:27]=[CH:26][C:25]([S:28]([NH:31][CH:32]([CH2:37][CH:38]3[O:40][CH2:39]3)[C:33]([O:35]C)=[O:34])(=[O:30])=[O:29])=[CH:24][CH:23]=2)=[CH:18][CH:17]=1. (7) Given the product [Cl-:19].[Cl:26][C:23]1[CH:22]=[CH:21][C:20]([CH:12]([C:13]2[CH:18]=[CH:17][C:16]([Cl:19])=[CH:15][CH:14]=2)[O:11][C:9]([CH:3]2[CH:4]3[CH2:5][CH2:6][N+:1]([CH2:28][C:29](=[O:30])[C:31]4[S:32][CH:33]=[CH:34][CH:35]=4)([CH2:8][CH2:7]3)[CH2:2]2)=[O:10])=[CH:25][CH:24]=1, predict the reactants needed to synthesize it. The reactants are: [N:1]12[CH2:8][CH2:7][CH:4]([CH2:5][CH2:6]1)[CH:3]([C:9]([O:11][CH:12]([C:20]1[CH:25]=[CH:24][C:23]([Cl:26])=[CH:22][CH:21]=1)[C:13]1[CH:18]=[CH:17][C:16]([Cl:19])=[CH:15][CH:14]=1)=[O:10])[CH2:2]2.Cl[CH2:28][C:29]([C:31]1[S:32][CH:33]=[CH:34][CH:35]=1)=[O:30].